Predict the reactants needed to synthesize the given product. From a dataset of Full USPTO retrosynthesis dataset with 1.9M reactions from patents (1976-2016). Given the product [CH3:1][C@@H:2]1[CH2:7][CH2:6][C@H:5]([O:8][C:9]2[C:18]([C:19]([F:21])([F:22])[F:20])=[C:17]3[C:12]([CH:13]=[CH:14][CH:15]=[C:16]3[CH2:23][N:24]3[CH2:29][CH2:28][CH:27]([C:30]([O:32][CH2:33][CH3:34])=[O:31])[CH2:26][CH2:25]3)=[CH:11][CH:10]=2)[CH2:4][CH2:3]1, predict the reactants needed to synthesize it. The reactants are: [CH3:1][C@@H:2]1[CH2:7][CH2:6][C@H:5]([O:8][C:9]2[C:18]([C:19]([F:22])([F:21])[F:20])=[C:17]3[C:12]([CH:13]=[CH:14][CH:15]=[C:16]3[CH2:23][N:24]3[CH2:29][CH2:28][CH:27]([C:30]([O-:32])=[O:31])[CH2:26][CH2:25]3)=[CH:11][CH:10]=2)[CH2:4][CH2:3]1.[CH3:33][C@@H:34]1CC[C@H](OC2C(C(F)(F)F)=C3C(=CC=2)C(CN2CCC(C(OCC)=O)CC2)=CC=C3)CC1.